This data is from Experimentally validated miRNA-target interactions with 360,000+ pairs, plus equal number of negative samples. The task is: Binary Classification. Given a miRNA mature sequence and a target amino acid sequence, predict their likelihood of interaction. (1) The miRNA is hsa-miR-6728-3p with sequence UCUCUGCUCUGCUCUCCCCAG. The protein sequence of the target gene is MRRCRWAALALGLLRLCLAQANFAPHFFDNGVGSTNGNMALFSLPEDTPVGSHVYTLNGTDPEGDPISYHISFDPSTRSVFSVDPTFGNITLVEELDREREDEIEAIISISDGLNLVAEKVVILVTDANDEAPRFIQEPYVALVPEDIPAGSIIFKVHAVDRDTGSGGSVTYFLQNLHSPFAVDRHSGVLRLQAGATLDYERSRTHYITVVAKDGGGRLHGADVVFSATTTVTVNVEDVQDMAPVFVGTPYYGYVYEDTLPGSEVLKVVAMDGDRGKPNRILYSLVNGNDGAFEINETSG.... Result: 0 (no interaction). (2) The miRNA is hsa-miR-6732-3p with sequence UAACCCUGUCCUCUCCCUCCCAG. The protein sequence of the target gene is MQVEVQSLSLEECPWRLPGPQCECEALLPSGARRRIDLRLSGRAVAVWVHVRGGPGQFNLSYATGRHKKPNPHQNMNRGMEFIAPVSAPTKSGAPWHFLSQGPTDAQRAVRIRPGTRMGLSSDPVVGTLSSSYLDLLTLSYKPGRTVTSSYLNVRGHEVRKLQNSVEATRISRTDSS. Result: 0 (no interaction). (3) The miRNA is hsa-miR-524-3p with sequence GAAGGCGCUUCCCUUUGGAGU. The protein sequence of the target gene is MSDEVFSTTLAYTKSPKVTKRTTFQDELIRAITARSARQRSSEYSDDFDSDEIVSLGDFSDTSADENSVNKKMNDFHISDDEEKNPSKLLFLKTNKSNGNITKDEPVCAIKNEEEMAPDGCEDIVVKSFSESQNKDEEFEKDKIKMKPKPRILSIKSTSSAENNSLDTDDHFKPSPRPRSMLKKKSHMEEKDGLEDKETALSEELELHSAPSSLPTPNGIQLEAEKKAFSENLDPEDSCLTSLASSSLKQILGDSFSPGSEGNASGKDPNEEITENHNSLKSDENKENSFSADHVTTAVE.... Result: 0 (no interaction). (4) The miRNA is hsa-miR-1973 with sequence ACCGUGCAAAGGUAGCAUA. The protein sequence of the target gene is MWLPPALLLLSLSGCFSIQGPESVRAPEQGSLTVQCHYKQGWETYIKWWCRGVRWDTCKILIETRGSEQGEKSDRVSIKDNQKDRTFTVTMEGLRRDDADVYWCGIERRGPDLGTQVKVIVDPEGAASTTASSPTNSNMAVFIGSHKRNHYMLLVFVKVPILLILVTAILWLKGSQRVPEEPGEQPIYMNFSEPLTKDMAT. Result: 0 (no interaction). (5) The miRNA is hsa-miR-548ah-3p with sequence CAAAAACUGCAGUUACUUUUGC. The protein sequence of the target gene is MSSASVTAFEKEHLWMYLQALGFEPGPATIACGKIVSHTHLGVNMFDKLNRDAFHIISYFLFQVLDQSLTKEVFKFCWPPFDQKSDTEFRKHCCEWIKRISGECGSSFPQVVGSLFLSPGGPKFIHLMYHFARFVAMKYIKSNSKNSSHHFVETFNIKPQDLHKCIARCHFARSRFLQILQRQDCVTQKYQENAQLSVKQVRNLRSECIGLENQIKKMEPYDDHSNMEEKIQKVRSLWASVNETLMFLEKEREVVSSVLSLVNQYALDGTNVAINIPRLLLDKIEKQMFQLHIGNVYEAG.... Result: 1 (interaction).